Predict the reaction yield, written as a fraction of the theoretical maximum amount of product (1.0 means a 100% yield; for example, 0.34 means a 34% yield). From a dataset of Reaction yield outcomes from USPTO patents with 853,638 reactions. (1) The reactants are [CH:1]1([CH2:6][C:7]([N:9]2[CH2:15][CH2:14][CH2:13][NH:12][CH2:11][CH2:10]2)=[O:8])[CH2:5][CH2:4][CH2:3][CH2:2]1.[CH:16]([C:19]1[CH:24]=[CH:23][C:22]([N:25]=[C:26]=[S:27])=[CH:21][CH:20]=1)([CH3:18])[CH3:17].CO. The catalyst is C1COCC1. The product is [CH:16]([C:19]1[CH:24]=[CH:23][C:22]([NH:25][C:26]([N:12]2[CH2:13][CH2:14][CH2:15][N:9]([C:7](=[O:8])[CH2:6][CH:1]3[CH2:5][CH2:4][CH2:3][CH2:2]3)[CH2:10][CH2:11]2)=[S:27])=[CH:21][CH:20]=1)([CH3:18])[CH3:17]. The yield is 0.710. (2) The reactants are [CH:1]1[CH:6]=[CH:5][C:4]([NH:7][C:8]2[CH:13]=[CH:12][CH:11]=[C:10](Br)[CH:9]=2)=[CH:3][CH:2]=1.[CH:15]([Si:18]([C:25]#[CH:26])([CH:22]([CH3:24])[CH3:23])[CH:19]([CH3:21])[CH3:20])([CH3:17])[CH3:16].C(N(CC)CC)C. The catalyst is [Cu](I)I.C1C=CC([P]([Pd]([P](C2C=CC=CC=2)(C2C=CC=CC=2)C2C=CC=CC=2)([P](C2C=CC=CC=2)(C2C=CC=CC=2)C2C=CC=CC=2)[P](C2C=CC=CC=2)(C2C=CC=CC=2)C2C=CC=CC=2)(C2C=CC=CC=2)C2C=CC=CC=2)=CC=1. The product is [C:4]1([NH:7][C:8]2[CH:13]=[CH:12][CH:11]=[C:10]([C:26]#[C:25][Si:18]([CH:15]([CH3:17])[CH3:16])([CH:22]([CH3:24])[CH3:23])[CH:19]([CH3:21])[CH3:20])[CH:9]=2)[CH:5]=[CH:6][CH:1]=[CH:2][CH:3]=1. The yield is 0.780. (3) The reactants are [I:1][C:2]1[C:3]([NH:11]C(=O)C)=[CH:4][C:5]2[O:9][CH2:8][O:7][C:6]=2[CH:10]=1.[OH-].[Na+]. The catalyst is C(O)C.O. The product is [I:1][C:2]1[C:3]([NH2:11])=[CH:4][C:5]2[O:9][CH2:8][O:7][C:6]=2[CH:10]=1. The yield is 0.980.